Task: Predict the reactants needed to synthesize the given product.. Dataset: Full USPTO retrosynthesis dataset with 1.9M reactions from patents (1976-2016) (1) Given the product [CH2:1]([N:8]1[CH:9]2[CH2:15][CH2:14][CH:13]1[CH:12]=[C:11]([O:16][S:34]([C:37]([F:40])([F:39])[F:38])(=[O:36])=[O:35])[CH2:10]2)[C:2]1[CH:3]=[CH:4][CH:5]=[CH:6][CH:7]=1, predict the reactants needed to synthesize it. The reactants are: [CH2:1]([N:8]1[CH:13]2[CH2:14][CH2:15][CH:9]1[CH2:10][C:11](=[O:16])[CH2:12]2)[C:2]1[CH:7]=[CH:6][CH:5]=[CH:4][CH:3]=1.C[Si](C)(C)N[Si](C)(C)C.[Na].C1C=CC(N([S:34]([C:37]([F:40])([F:39])[F:38])(=[O:36])=[O:35])[S:34]([C:37]([F:40])([F:39])[F:38])(=[O:36])=[O:35])=CC=1.C1(NS(C(F)(F)F)(=O)=O)C=CC=CC=1. (2) Given the product [CH3:53][O:52][C:49]([C:2]1[S:6][C:5]([S:7]([NH2:10])(=[O:9])=[O:8])=[CH:4][CH:3]=1)=[O:51], predict the reactants needed to synthesize it. The reactants are: Br[C:2]1[S:6][C:5]([S:7]([NH2:10])(=[O:9])=[O:8])=[CH:4][CH:3]=1.C(N(CC)CC)C.C1(P(C2C=CC=CC=2)CCCP(C2C=CC=CC=2)C2C=CC=CC=2)C=CC=CC=1.[C]=O.[C:49]([O:52][CH2:53]C)(=[O:51])C.